Dataset: Reaction yield outcomes from USPTO patents with 853,638 reactions. Task: Predict the reaction yield, written as a fraction of the theoretical maximum amount of product (1.0 means a 100% yield; for example, 0.34 means a 34% yield). (1) The reactants are C([O:4][C:5]1[C:14]2[CH:13]=[CH:12][N:11]3[C:15]([CH3:19])=[C:16]([CH3:18])[N:17]=[C:10]3[C:9]=2[N:8]([C:20](=[O:22])[CH3:21])[C@H:7]([C:23]2[CH:28]=[CH:27][CH:26]=[CH:25][CH:24]=2)[CH:6]=1)(=O)C.[Mn]([O-])(=O)(=O)=[O:30].[K+].S([O-])(O)=O.[Na+]. The catalyst is CC(C)=O.O. The product is [C:20]([N:8]1[C:9]2[C:10]3=[N:17][C:16]([CH3:18])=[C:15]([CH3:19])[N:11]3[CH:12]=[CH:13][C:14]=2[C:5](=[O:4])[C@H:6]([OH:30])[C@H:7]1[C:23]1[CH:24]=[CH:25][CH:26]=[CH:27][CH:28]=1)(=[O:22])[CH3:21]. The yield is 0.160. (2) The reactants are [CH2:1]([N:8]1[CH2:13][CH2:12][C:11]([CH2:20][NH2:21])([C:14]2[CH:19]=[CH:18][CH:17]=[CH:16][CH:15]=2)[CH2:10][CH2:9]1)[C:2]1[CH:7]=[CH:6][CH:5]=[CH:4][CH:3]=1.[CH3:22][N:23]([CH2:27][CH2:28]Cl)[CH2:24][CH2:25]Cl.Cl.CCN(C(C)C)C(C)C. The catalyst is CC#N. The product is [CH2:1]([N:8]1[CH2:9][CH2:10][C:11]([CH2:20][N:21]2[CH2:28][CH2:27][N:23]([CH3:22])[CH2:24][CH2:25]2)([C:14]2[CH:19]=[CH:18][CH:17]=[CH:16][CH:15]=2)[CH2:12][CH2:13]1)[C:2]1[CH:3]=[CH:4][CH:5]=[CH:6][CH:7]=1. The yield is 0.280.